This data is from Reaction yield outcomes from USPTO patents with 853,638 reactions. The task is: Predict the reaction yield, written as a fraction of the theoretical maximum amount of product (1.0 means a 100% yield; for example, 0.34 means a 34% yield). (1) The reactants are [CH3:1][O:2][C:3]([C@H:5]1[CH2:10][CH2:9][C@H:8]([C:11](=O)[NH2:12])[CH2:7][CH2:6]1)=[O:4].COC1C=CC(P2(SP(C3C=CC(OC)=CC=3)(=S)S2)=[S:23])=CC=1. The catalyst is O1CCCC1. The product is [CH3:1][O:2][C:3]([C@H:5]1[CH2:10][CH2:9][C@H:8]([C:11](=[S:23])[NH2:12])[CH2:7][CH2:6]1)=[O:4]. The yield is 0.480. (2) The reactants are F[C:2]1[CH:7]=[C:6]([CH3:8])[CH:5]=[CH:4][C:3]=1[N+:9]([O-:11])=[O:10].[OH:12][C:13]1[C:14]([O:21][CH3:22])=[C:15]([CH:18]=[CH:19][CH:20]=1)[CH:16]=[O:17].C(=O)([O-])[O-].[Cs+].[Cs+].[OH-].[Na+]. The catalyst is CN(C=O)C. The product is [CH3:22][O:21][C:14]1[C:13]([O:12][C:2]2[CH:7]=[C:6]([CH3:8])[CH:5]=[CH:4][C:3]=2[N+:9]([O-:11])=[O:10])=[CH:20][CH:19]=[CH:18][C:15]=1[CH:16]=[O:17]. The yield is 0.770.